Dataset: Catalyst prediction with 721,799 reactions and 888 catalyst types from USPTO. Task: Predict which catalyst facilitates the given reaction. (1) Reactant: [N+:1]([C:4]1[CH:5]=[C:6](/[CH:10]=[CH:11]/[C:12]2[CH:17]=[CH:16][CH:15]=[CH:14][CH:13]=2)[CH:7]=[CH:8][CH:9]=1)([O-])=O.Cl.C(=O)(O)[O-].[Na+]. Product: [NH2:1][C:4]1[CH:5]=[C:6](/[CH:10]=[CH:11]/[C:12]2[CH:13]=[CH:14][CH:15]=[CH:16][CH:17]=2)[CH:7]=[CH:8][CH:9]=1. The catalyst class is: 186. (2) Reactant: [CH3:1]C(C)=O.[C:5]([NH:13][C:14]1[CH:15]=[C:16]([CH:20]=[CH:21][CH:22]=1)[C:17]([OH:19])=[O:18])(=[O:12])[C:6]1[CH:11]=[CH:10][CH:9]=[CH:8][CH:7]=1.[OH-].[K+].S(OC)(OC)(=O)=O. Product: [C:5]([N:13]([C:14]1[CH:15]=[C:16]([CH:20]=[CH:21][CH:22]=1)[C:17]([OH:19])=[O:18])[CH3:1])(=[O:12])[C:6]1[CH:7]=[CH:8][CH:9]=[CH:10][CH:11]=1. The catalyst class is: 84.